This data is from Full USPTO retrosynthesis dataset with 1.9M reactions from patents (1976-2016). The task is: Predict the reactants needed to synthesize the given product. (1) Given the product [Cl:1][C:2]1[CH:3]=[C:4]2[C:13](=[C:14]([Cl:16])[CH:15]=1)[C:7]1([CH2:12][CH2:11][NH:10][CH2:9][CH2:8]1)[NH:6][C:5]2=[O:17], predict the reactants needed to synthesize it. The reactants are: [Cl:1][C:2]1[CH:3]=[C:4]2[C:13](=[C:14]([Cl:16])[CH:15]=1)[C:7]1([CH:12]=[CH:11][NH:10][CH2:9][CH2:8]1)[NH:6][C:5]2=[O:17]. (2) Given the product [CH3:1][O:2][C:3]1[C:4]([NH:10][S:11]([C:14]2[S:15][C:16]([CH3:43])=[CH:17][C:18]=2[C:19]2[CH:24]=[CH:23][C:22]([CH2:25][N:26]3[C:35]4[C:30](=[C:31]([CH3:37])[N:32]=[C:33]([CH3:36])[CH:34]=4)[C:29]([CH3:38])=[CH:28][C:27]3=[O:39])=[CH:21][C:20]=2[CH2:40][O:41][CH3:42])(=[O:13])=[O:12])=[N:5][O:6][C:7]=1[O:8][CH3:9], predict the reactants needed to synthesize it. The reactants are: [CH3:1][O:2][C:3]1[C:4]([N:10](COCCOC)[S:11]([C:14]2[S:15][C:16]([CH3:43])=[CH:17][C:18]=2[C:19]2[CH:24]=[CH:23][C:22]([CH2:25][N:26]3[C:35]4[C:30](=[C:31]([CH3:37])[N:32]=[C:33]([CH3:36])[CH:34]=4)[C:29]([CH3:38])=[CH:28][C:27]3=[O:39])=[CH:21][C:20]=2[CH2:40][O:41][CH3:42])(=[O:13])=[O:12])=[N:5][O:6][C:7]=1[O:8][CH3:9].C(O)C.Cl.C(=O)(O)[O-].[Na+]. (3) Given the product [CH3:7][O:8][C@H:9]1[C@@H:13]2[O:14][C:15]([CH3:17])([CH3:18])[O:16][C@@H:12]2[C@@H:11]([C:19]([NH:24][NH:23][C:22]([O:26][CH2:27][C:28]2[CH:33]=[CH:32][CH:31]=[CH:30][CH:29]=2)=[O:25])=[O:21])[O:10]1, predict the reactants needed to synthesize it. The reactants are: C(Cl)(=O)C(Cl)=O.[CH3:7][O:8][C@H:9]1[C@@H:13]2[O:14][C:15]([CH3:18])([CH3:17])[O:16][C@@H:12]2[C@@H:11]([C:19]([OH:21])=O)[O:10]1.[C:22]([O:26][CH2:27][C:28]1[CH:33]=[CH:32][CH:31]=[CH:30][CH:29]=1)(=[O:25])[NH:23][NH2:24].C(N(CC)CC)C. (4) Given the product [C:1]([N:5]1[C:9]([C:10]2[CH:11]=[CH:12][C:13]([F:16])=[CH:14][CH:15]=2)=[C:8]([C:17]2[S:18][CH:19]=[C:20]([C:22]([NH:33][CH2:32][CH2:31][N:28]3[CH2:29][CH2:30][O:25][CH2:26][CH2:27]3)=[O:24])[N:21]=2)[CH:7]=[N:6]1)([CH3:3])([CH3:4])[CH3:2], predict the reactants needed to synthesize it. The reactants are: [C:1]([N:5]1[C:9]([C:10]2[CH:15]=[CH:14][C:13]([F:16])=[CH:12][CH:11]=2)=[C:8]([C:17]2[S:18][CH:19]=[C:20]([C:22]([OH:24])=O)[N:21]=2)[CH:7]=[N:6]1)([CH3:4])([CH3:3])[CH3:2].[O:25]1[CH2:30][CH2:29][N:28]([CH2:31][CH2:32][NH2:33])[CH2:27][CH2:26]1. (5) Given the product [CH3:3][C:4]1([C:9]2[O:13][C:12]([CH2:14][N:15]3[CH:19]=[CH:18][C:17]([NH2:20])=[N:16]3)=[N:11][CH:10]=2)[O:8][CH2:7][CH2:6][O:5]1, predict the reactants needed to synthesize it. The reactants are: N#N.[CH3:3][C:4]1([C:9]2[O:13][C:12]([CH2:14][N:15]3[CH:19]=[CH:18][C:17]([N+:20]([O-])=O)=[N:16]3)=[N:11][CH:10]=2)[O:8][CH2:7][CH2:6][O:5]1.[NH4+].[Cl-]. (6) Given the product [CH2:11]([O:10][C:8](=[O:9])[C:7]([NH:6][C:3](=[O:5])[CH3:4])([C:13]([O:15][CH2:16][CH3:17])=[O:14])[CH2:28][CH2:27][CH2:26][CH2:25][CH2:24][C:23]([O:22][C:18]([CH3:19])([CH3:21])[CH3:20])=[O:30])[CH3:12], predict the reactants needed to synthesize it. The reactants are: [H-].[Na+].[C:3]([NH:6][CH:7]([C:13]([O:15][CH2:16][CH3:17])=[O:14])[C:8]([O:10][CH2:11][CH3:12])=[O:9])(=[O:5])[CH3:4].[C:18]([O:22][C:23](=[O:30])[CH:24](I)[CH2:25][CH2:26][CH2:27][CH3:28])([CH3:21])([CH3:20])[CH3:19].